This data is from Forward reaction prediction with 1.9M reactions from USPTO patents (1976-2016). The task is: Predict the product of the given reaction. (1) Given the reactants F[C:2]1[CH:7]=[CH:6][CH:5]=[C:4](F)[N:3]=1.[F:9][C:10]([F:20])([F:19])[O:11][C:12]1[CH:18]=[CH:17][C:15]([NH2:16])=[CH:14][CH:13]=1.[NH:21]1[CH:25]=[CH:24][CH:23]=[N:22]1, predict the reaction product. The product is: [N:21]1([C:4]2[N:3]=[C:2]([NH:16][C:15]3[CH:17]=[CH:18][C:12]([O:11][C:10]([F:19])([F:20])[F:9])=[CH:13][CH:14]=3)[CH:7]=[CH:6][CH:5]=2)[CH:25]=[CH:24][CH:23]=[N:22]1. (2) Given the reactants [N:1]1C=CC=NC=1.[N:7]1[CH:15]=[C:14]2[C:10]([N:11]=C[NH:13]2)=[N:9][CH:8]=1.S(S([O-])=O)([O-])=O.[Na+].[Na+], predict the reaction product. The product is: [NH2:13][C:14]1[C:10]([NH2:11])=[N:9][C:8]([NH2:1])=[N:7][CH:15]=1. (3) Given the reactants [OH:1][CH2:2][C@@H:3]1[CH2:8][CH2:7][N:6](C(OC(C)(C)C)=O)[CH2:5][C@@H:4]1[O:16][CH3:17].[ClH:18].C(OCC)C, predict the reaction product. The product is: [ClH:18].[CH3:17][O:16][C@@H:4]1[C@H:3]([CH2:2][OH:1])[CH2:8][CH2:7][NH:6][CH2:5]1. (4) Given the reactants [CH2:1]([CH:3]1[N:10](C(OCC2C=CC=CC=2)=O)[CH2:9][C:6]2([CH2:8][CH2:7]2)[NH:5][C:4]1=[O:21])[CH3:2], predict the reaction product. The product is: [CH2:1]([CH:3]1[NH:10][CH2:9][C:6]2([CH2:7][CH2:8]2)[NH:5][C:4]1=[O:21])[CH3:2].